Dataset: Reaction yield outcomes from USPTO patents with 853,638 reactions. Task: Predict the reaction yield, written as a fraction of the theoretical maximum amount of product (1.0 means a 100% yield; for example, 0.34 means a 34% yield). (1) The reactants are Br[C:2]1[C:3](=[O:10])[N:4]([CH3:9])[CH:5]=[C:6]([Br:8])[CH:7]=1.[N:11]1[C:16]([NH2:17])=[CH:15][CH:14]=[CH:13][C:12]=1[NH2:18].CC1(C)C2C(=C(P(C3C=CC=CC=3)C3C=CC=CC=3)C=CC=2)OC2C(P(C3C=CC=CC=3)C3C=CC=CC=3)=CC=CC1=2.C(=O)([O-])[O-].[Cs+].[Cs+]. The catalyst is C1C=CC(/C=C/C(/C=C/C2C=CC=CC=2)=O)=CC=1.C1C=CC(/C=C/C(/C=C/C2C=CC=CC=2)=O)=CC=1.C1C=CC(/C=C/C(/C=C/C2C=CC=CC=2)=O)=CC=1.[Pd].[Pd].O1CCOCC1. The product is [NH2:18][C:12]1[N:11]=[C:16]([NH:17][C:2]2[C:3](=[O:10])[N:4]([CH3:9])[CH:5]=[C:6]([Br:8])[CH:7]=2)[CH:15]=[CH:14][CH:13]=1. The yield is 0.480. (2) The reactants are CCN(C(C)C)C(C)C.Cl.[NH2:11][C@@H:12]([CH:20]([CH3:22])[CH3:21])[C:13]([O:15][C:16]([CH3:19])([CH3:18])[CH3:17])=[O:14].Cl[C:24]([O:26][CH3:27])=[O:25]. The catalyst is C1COCC1. The product is [CH3:27][O:26][C:24]([NH:11][C@@H:12]([CH:20]([CH3:22])[CH3:21])[C:13]([O:15][C:16]([CH3:17])([CH3:19])[CH3:18])=[O:14])=[O:25]. The yield is 0.990. (3) The reactants are [F:1][C:2]1[CH:7]=[C:6]([Si](C)(C)C)[CH:5]=[CH:4][C:3]=1[NH:12][C:13]1[C:14]([N+:24]([O-:26])=[O:25])=[C:15]2[O:23][CH2:22][CH2:21][N:16]2[C:17](=[O:20])[C:18]=1[CH3:19].[I:27]Cl. The product is [F:1][C:2]1[CH:7]=[C:6]([I:27])[CH:5]=[CH:4][C:3]=1[NH:12][C:13]1[C:14]([N+:24]([O-:26])=[O:25])=[C:15]2[O:23][CH2:22][CH2:21][N:16]2[C:17](=[O:20])[C:18]=1[CH3:19]. The catalyst is C(Cl)Cl.F[B-](F)(F)F.[Ag+]. The yield is 0.700. (4) The reactants are [CH3:1][Si:2]([CH3:29])([CH3:28])[CH2:3][CH2:4][O:5][CH2:6][N:7]1[C:11]2[N:12]=[CH:13][N:14]=[C:15]([C:16]3[CH:17]=[N:18][N:19]([CH:21]([CH2:25][CH2:26][OH:27])[CH2:22][CH2:23][OH:24])[CH:20]=3)[C:10]=2[CH:9]=[CH:8]1.C(Cl)Cl.[CH3:33][S:34](Cl)(=[O:36])=[O:35]. The catalyst is O. The product is [CH3:33][S:34]([O:27][CH2:26][CH2:25][CH:21]([N:19]1[CH:20]=[C:16]([C:15]2[C:10]3[CH:9]=[CH:8][N:7]([CH2:6][O:5][CH2:4][CH2:3][Si:2]([CH3:1])([CH3:28])[CH3:29])[C:11]=3[N:12]=[CH:13][N:14]=2)[CH:17]=[N:18]1)[CH2:22][CH2:23][O:24][S:34]([CH3:33])(=[O:36])=[O:35])(=[O:36])=[O:35]. The yield is 0.800. (5) The reactants are [F:1][C:2]1[CH:7]=[C:6]([N+:8]([O-])=O)[CH:5]=[CH:4][C:3]=1[OH:11]. The catalyst is CO.[Pt]=O. The product is [F:1][C:2]1[CH:7]=[C:6]([NH2:8])[CH:5]=[CH:4][C:3]=1[OH:11]. The yield is 1.00. (6) The reactants are [Br:1][C:2]1[CH:13]=[CH:12][C:5]([O:6][CH2:7][CH2:8][CH2:9][CH2:10][NH2:11])=[CH:4][CH:3]=1.[C:14]([O:18][C:19](O[C:19]([O:18][C:14]([CH3:17])([CH3:16])[CH3:15])=[O:20])=[O:20])([CH3:17])([CH3:16])[CH3:15]. The catalyst is C1COCC1. The product is [Br:1][C:2]1[CH:13]=[CH:12][C:5]([O:6][CH2:7][CH2:8][CH2:9][CH2:10][NH:11][C:19](=[O:20])[O:18][C:14]([CH3:17])([CH3:16])[CH3:15])=[CH:4][CH:3]=1. The yield is 0.710.